From a dataset of Antibody developability classification from SAbDab with 2,409 antibodies. Regression/Classification. Given an antibody's heavy chain and light chain sequences, predict its developability. TAP uses regression for 5 developability metrics; SAbDab uses binary classification. (1) Result: 0 (not developable). The antibody is ['EVQLQQSGAELVKPGSSVKISCKTSGDSFTAYNMNWVKQSHGKSLEWIGNINPYYGSTRYNQKFKGKATLTVDKSSSTAYIQLNSLTSEDSAVYYCAREGNYYDGGSVRYFDYWGQGTTLTVSS', 'DIVMTQSPASLSASVGDTVTITCRASEFIYSSLTWYQQKQGGSPQLLVYAATNLADAVPSRFSGSGSGTQFSLKINRLQPEDFGTYYCQHFYGSTWAFGGGTKLEIK']. (2) The antibody is ['QIQLVQSGPELKKPGETVKISCKASGYTFTDYSVHWVKQVPGKGLKWMGWINTETGEPTYADDFKGRFAFSLESSASTAYLEIHNLKNEDTATYFCALGWLHWGLGTTLTVSS', 'DIQLTQSPSSLAMSGGQKVTMRCKSSQSLLNSRNERNYLAWYQQKPGQSPKLLVYFASIRESGVPDRFIGSGSGTDFTLTISSVQAEDLADYFCLQHYNTPWTFGGGTKLEIK']. Result: 0 (not developable).